Task: Predict the product of the given reaction.. Dataset: Forward reaction prediction with 1.9M reactions from USPTO patents (1976-2016) Given the reactants Br[C:2]1[C:3]([NH2:9])=[N:4][C:5]([Cl:8])=[CH:6][N:7]=1.[CH3:10][O-:11].[Na+], predict the reaction product. The product is: [Cl:8][C:5]1[N:4]=[C:3]([NH2:9])[C:2]([O:11][CH3:10])=[N:7][CH:6]=1.